From a dataset of Full USPTO retrosynthesis dataset with 1.9M reactions from patents (1976-2016). Predict the reactants needed to synthesize the given product. (1) Given the product [Br:2][C:3]1[CH:8]=[CH:7][C:6]([CH:9]2[CH2:10][CH2:11][N:12]([C:23]3[N:28]([CH3:29])[C:27](=[O:30])[CH:26]=[C:25]([C:31]4[CH:32]=[CH:33][N:34]=[CH:35][CH:36]=4)[N:24]=3)[CH2:13][CH2:14]2)=[CH:5][CH:4]=1, predict the reactants needed to synthesize it. The reactants are: Cl.[Br:2][C:3]1[CH:8]=[CH:7][C:6]([CH:9]2[CH2:14][CH2:13][NH:12][CH2:11][CH2:10]2)=[CH:5][CH:4]=1.C(N(CC)CC)C.Cl[C:23]1[N:28]([CH3:29])[C:27](=[O:30])[CH:26]=[C:25]([C:31]2[CH:36]=[CH:35][N:34]=[CH:33][CH:32]=2)[N:24]=1. (2) Given the product [C:6]([NH:10][S:11]([C:14]1[C:15]([C:20]2[CH:25]=[CH:24][C:23]([CH2:26][N:36]3[C:35]([CH:37]=[O:38])=[C:34]([Cl:39])[N:33]=[C:32]3[CH2:28][CH2:29][CH2:30][CH3:31])=[CH:22][CH:21]=2)=[CH:16][CH:17]=[CH:18][CH:19]=1)(=[O:13])=[O:12])([CH3:9])([CH3:8])[CH3:7], predict the reactants needed to synthesize it. The reactants are: CN(C=O)C.[C:6]([NH:10][S:11]([C:14]1[C:15]([C:20]2[CH:25]=[CH:24][C:23]([CH2:26]Br)=[CH:22][CH:21]=2)=[CH:16][CH:17]=[CH:18][CH:19]=1)(=[O:13])=[O:12])([CH3:9])([CH3:8])[CH3:7].[CH2:28]([C:32]1[NH:36][C:35]([CH:37]=[O:38])=[C:34]([Cl:39])[N:33]=1)[CH2:29][CH2:30][CH3:31].C(=O)([O-])[O-].[K+].[K+]. (3) Given the product [C:1]1([C:26]2[CH:27]=[CH:28][CH:29]=[CH:30][CH:31]=2)[CH:6]=[CH:5][C:4]([C:7]2[N:11]([CH2:12][CH:13]3[CH2:17][CH2:16][N:15]([C:34]([N:33]([CH3:37])[CH3:32])=[O:35])[CH2:14]3)[C:10]3[CH:18]=[C:19]([C:22]([NH:24][CH3:25])=[O:23])[CH:20]=[CH:21][C:9]=3[N:8]=2)=[CH:3][CH:2]=1, predict the reactants needed to synthesize it. The reactants are: [C:1]1([C:26]2[CH:31]=[CH:30][CH:29]=[CH:28][CH:27]=2)[CH:6]=[CH:5][C:4]([C:7]2[N:11]([CH2:12][CH:13]3[CH2:17][CH2:16][NH:15][CH2:14]3)[C:10]3[CH:18]=[C:19]([C:22]([NH:24][CH3:25])=[O:23])[CH:20]=[CH:21][C:9]=3[N:8]=2)=[CH:3][CH:2]=1.[CH3:32][N:33]([CH3:37])[C:34](Cl)=[O:35].C(O)C(N)(CO)CO.